From a dataset of Catalyst prediction with 721,799 reactions and 888 catalyst types from USPTO. Predict which catalyst facilitates the given reaction. (1) Reactant: C([O:3][C:4]([C:6]1[N:7]([CH2:11][CH2:12][CH2:13][O:14][C:15]2[CH:20]=[CH:19][C:18]([C:21]([N:23]3[C:32]4[C:27](=[CH:28][CH:29]=[CH:30][CH:31]=4)[C@H:26]([N:33]([C:41](=[O:43])[CH3:42])[C:34]4[CH:39]=[CH:38][C:37]([Cl:40])=[CH:36][CH:35]=4)[CH2:25][C@@H:24]3[CH3:44])=[O:22])=[CH:17][CH:16]=2)[CH:8]=[CH:9][N:10]=1)=[O:5])C.C(O)C.[OH-].[Na+]. Product: [C:41]([N:33]([C:34]1[CH:35]=[CH:36][C:37]([Cl:40])=[CH:38][CH:39]=1)[C@H:26]1[C:27]2[C:32](=[CH:31][CH:30]=[CH:29][CH:28]=2)[N:23]([C:21]([C:18]2[CH:19]=[CH:20][C:15]([O:14][CH2:13][CH2:12][CH2:11][N:7]3[CH:8]=[CH:9][N:10]=[C:6]3[C:4]([OH:5])=[O:3])=[CH:16][CH:17]=2)=[O:22])[C@@H:24]([CH3:44])[CH2:25]1)(=[O:43])[CH3:42]. The catalyst class is: 7. (2) Reactant: Br[CH2:2][CH2:3][CH2:4][CH2:5][N:6]([C:11]1[N:16]=[C:15]2[O:17][C:18]([C:24]3[CH:29]=[CH:28][C:27]([CH3:30])=[CH:26][CH:25]=3)=[C:19]([C:20]([NH:22][CH3:23])=[O:21])[C:14]2=[CH:13][C:12]=1[CH:31]1[CH2:33][CH2:32]1)[S:7]([CH3:10])(=[O:9])=[O:8].[CH3:34][S:35]([CH2:38][C:39]([O:41][CH2:42][CH3:43])=[O:40])(=[O:37])=[O:36].C(=O)([O-])[O-].[Cs+].[Cs+]. Product: [CH:31]1([C:12]2[CH:13]=[C:14]3[C:19]([C:20](=[O:21])[NH:22][CH3:23])=[C:18]([C:24]4[CH:29]=[CH:28][C:27]([CH3:30])=[CH:26][CH:25]=4)[O:17][C:15]3=[N:16][C:11]=2[N:6]([CH2:5][CH2:4][CH2:3][CH2:2][CH:38]([S:35]([CH3:34])(=[O:37])=[O:36])[C:39]([O:41][CH2:42][CH3:43])=[O:40])[S:7]([CH3:10])(=[O:9])=[O:8])[CH2:33][CH2:32]1. The catalyst class is: 3. (3) Reactant: C(OC(=O)[NH:7][C:8]1[CH:13]=[CH:12][C:11]([C:14]2[CH:19]=[CH:18][CH:17]=[CH:16][C:15]=2[F:20])=[CH:10][C:9]=1[NH:21][C:22](=[O:37])[CH2:23][C:24](=O)[C:25]1[CH:30]=[CH:29][CH:28]=[C:27]([N:31]2[CH:35]=[N:34][N:33]=[CH:32]2)[CH:26]=1)(C)(C)C.C(O)(C(F)(F)F)=O. Product: [F:20][C:15]1[CH:16]=[CH:17][CH:18]=[CH:19][C:14]=1[C:11]1[CH:12]=[CH:13][C:8]2[N:7]=[C:24]([C:25]3[CH:30]=[CH:29][CH:28]=[C:27]([N:31]4[CH:32]=[N:33][N:34]=[CH:35]4)[CH:26]=3)[CH2:23][C:22](=[O:37])[NH:21][C:9]=2[CH:10]=1. The catalyst class is: 2. (4) Reactant: [CH:1]1([N:7]2[CH2:12][CH2:11][N:10]([C:13]([CH:15]3[C:23]4[C:18](=[CH:19][CH:20]=[CH:21][CH:22]=4)[N:17]([CH:24]4[CH2:29][CH2:28][CH:27]([NH:30][C:31](=[O:37])[O:32][C:33]([CH3:36])([CH3:35])[CH3:34])[CH2:26][CH2:25]4)[CH2:16]3)=[O:14])[CH2:9][CH2:8]2)[CH2:6][CH2:5][CH2:4][CH2:3][CH2:2]1.C(C1C(=O)C(Cl)=C(Cl)C(=O)C=1C#N)#N. Product: [CH:1]1([N:7]2[CH2:8][CH2:9][N:10]([C:13]([C:15]3[C:23]4[C:18](=[CH:19][CH:20]=[CH:21][CH:22]=4)[N:17]([CH:24]4[CH2:29][CH2:28][CH:27]([NH:30][C:31](=[O:37])[O:32][C:33]([CH3:35])([CH3:34])[CH3:36])[CH2:26][CH2:25]4)[CH:16]=3)=[O:14])[CH2:11][CH2:12]2)[CH2:2][CH2:3][CH2:4][CH2:5][CH2:6]1. The catalyst class is: 2. (5) Reactant: [Cl:1][CH2:2][CH2:3][CH2:4][CH2:5][CH2:6][CH2:7][OH:8].[C:9](O)(=[O:11])[CH3:10].N1C=CC=CC=1.O. Product: [C:9]([O:8][CH2:7][CH2:6][CH2:5][CH2:4][CH2:3][CH2:2][Cl:1])(=[O:11])[CH3:10]. The catalyst class is: 11. (6) Reactant: [ClH:1].[Cl:2][C:3]1[CH:4]=[C:5]2[C:10](=[CH:11][CH:12]=1)[N:9]=[C:8]([N:13]1[CH2:18][CH2:17][N:16](C(OC(C)(C)C)=O)[CH2:15][CH2:14]1)[CH:7]=[CH:6]2. Product: [NH2:16][CH2:15][CH2:14][N:13]([CH2:18][CH2:17][Cl:1])[C:8]1[CH:7]=[CH:6][C:5]2[C:10](=[CH:11][CH:12]=[C:3]([Cl:2])[CH:4]=2)[N:9]=1. The catalyst class is: 5. (7) Reactant: [OH:1][CH2:2][C:3]([CH3:8])([CH3:7])[C:4]([OH:6])=[O:5].I[CH2:10][CH3:11].C([O-])([O-])=O.[Cs+].[Cs+]. Product: [OH:1][CH2:2][C:3]([CH3:8])([CH3:7])[C:4]([O:6][CH2:10][CH3:11])=[O:5]. The catalyst class is: 3. (8) Reactant: [Cl:1][C:2]1[CH:7]=[CH:6][C:5]([C:8]2[N:9]=[CH:10][N:11]([CH3:21])[C:12]=2[C:13]2[CH:18]=[CH:17][C:16]([Cl:19])=[CH:15][C:14]=2[Cl:20])=[CH:4][CH:3]=1.C([Li])CCC.[CH:27]1([N:33]=[C:34]=[O:35])[CH2:32][CH2:31][CH2:30][CH2:29][CH2:28]1. Product: [CH:27]1([NH:33][C:34]([C:10]2[N:11]([CH3:21])[C:12]([C:13]3[CH:18]=[CH:17][C:16]([Cl:19])=[CH:15][C:14]=3[Cl:20])=[C:8]([C:5]3[CH:4]=[CH:3][C:2]([Cl:1])=[CH:7][CH:6]=3)[N:9]=2)=[O:35])[CH2:32][CH2:31][CH2:30][CH2:29][CH2:28]1. The catalyst class is: 1. (9) Reactant: [NH2:1][C:2]1[CH:7]=[CH:6][N:5]=[CH:4][N:3]=1.C(N(CC)CC)C.[Br:15][CH2:16][C:17](Br)=[O:18]. Product: [Br:15][CH2:16][C:17]([NH:1][C:2]1[CH:7]=[CH:6][N:5]=[CH:4][N:3]=1)=[O:18]. The catalyst class is: 22. (10) Reactant: [CH2:1]([O:4][C:5]1[CH:10]=[CH:9][NH:8][C:7](=[S:11])[C:6]=1[CH3:12])[CH2:2][CH3:3].[Cl:13][CH2:14][C:15]1[NH:16][C:17]2[CH:23]=[CH:22][CH:21]=[CH:20][C:18]=2[N:19]=1.[OH-].[Na+]. Product: [ClH:13].[CH2:1]([O:4][C:5]1[CH:10]=[CH:9][N:8]=[C:7]([S:11][CH2:14][C:15]2[NH:19][C:18]3[CH:20]=[CH:21][CH:22]=[CH:23][C:17]=3[N:16]=2)[C:6]=1[CH3:12])[CH2:2][CH3:3]. The catalyst class is: 8.